From a dataset of Full USPTO retrosynthesis dataset with 1.9M reactions from patents (1976-2016). Predict the reactants needed to synthesize the given product. (1) Given the product [CH:34]([N:37]1[CH2:38][CH2:39][N:40]([CH2:43][C:44]2[CH:49]=[C:48]([C:18]3[CH:19]=[C:14]([C:4]4[CH:3]=[C:2]([NH2:1])[N:7]=[C:6]([C:8]5[CH:13]=[CH:12][CH:11]=[CH:10][N:9]=5)[CH:5]=4)[CH:15]=[N:16][CH:17]=3)[CH:47]=[CH:46][CH:45]=2)[CH2:41][CH2:42]1)([CH3:36])[CH3:35], predict the reactants needed to synthesize it. The reactants are: [NH2:1][C:2]1[N:7]=[C:6]([C:8]2[CH:13]=[CH:12][CH:11]=[CH:10][N:9]=2)[CH:5]=[C:4]([C:14]2[CH:15]=[N:16][CH:17]=[C:18](C3C=CC(C(N4CCNCC4)=O)=CC=3)[CH:19]=2)[CH:3]=1.[CH:34]([N:37]1[CH2:42][CH2:41][N:40]([CH2:43][C:44]2[CH:45]=[C:46](B(O)O)[CH:47]=[CH:48][CH:49]=2)[CH2:39][CH2:38]1)([CH3:36])[CH3:35]. (2) Given the product [Cl:1][C:2]1[CH:6]=[CH:5][S:4][C:3]=1[Si:13]([CH3:15])([CH3:14])[CH3:12], predict the reactants needed to synthesize it. The reactants are: [Cl:1][C:2]1[CH:6]=[CH:5][S:4][CH:3]=1.C([Li])CCC.[CH3:12][Si:13](Cl)([CH3:15])[CH3:14].O. (3) Given the product [C:2]1([CH2:1][S:8][C:11]([Cl:14])([Cl:13])[Cl:12])[CH:7]=[CH:6][CH:5]=[CH:4][CH:3]=1, predict the reactants needed to synthesize it. The reactants are: [CH2:1]([S:8]C#N)[C:2]1[CH:7]=[CH:6][CH:5]=[CH:4][CH:3]=1.[CH:11]([Cl:14])([Cl:13])[Cl:12]. (4) Given the product [CH3:1][C:2]([C:4]1[CH:9]=[CH:8][C:7]([NH:10][C:11]([CH3:12])=[O:18])=[CH:6][CH:5]=1)=[O:3], predict the reactants needed to synthesize it. The reactants are: [CH3:1][C:2]([C:4]1[CH:9]=[CH:8][C:7]([NH2:10])=[CH:6][CH:5]=1)=[O:3].[C:11](Cl)(=[O:18])[C:12]1C=CC=CC=1. (5) Given the product [I:38][CH2:2][C:3]1[CH2:10][S:9][C@H:8]2[N:5]([C:6](=[O:21])[C@H:7]2[NH:11][C:12](=[O:20])[CH2:13][C:14]2[CH:19]=[CH:18][CH:17]=[CH:16][CH:15]=2)[C:4]=1[C:22]([O:24][CH:25]([C:32]1[CH:37]=[CH:36][CH:35]=[CH:34][CH:33]=1)[C:26]1[CH:31]=[CH:30][CH:29]=[CH:28][CH:27]=1)=[O:23], predict the reactants needed to synthesize it. The reactants are: Cl[CH2:2][C:3]1[CH2:10][S:9][C@H:8]2[N:5]([C:6](=[O:21])[C@H:7]2[NH:11][C:12](=[O:20])[CH2:13][C:14]2[CH:19]=[CH:18][CH:17]=[CH:16][CH:15]=2)[C:4]=1[C:22]([O:24][CH:25]([C:32]1[CH:37]=[CH:36][CH:35]=[CH:34][CH:33]=1)[C:26]1[CH:31]=[CH:30][CH:29]=[CH:28][CH:27]=1)=[O:23].[I-:38].[Na+]. (6) Given the product [F:9][C:8]1[CH:7]=[CH:6][CH:5]=[C:4]([S:10]([N:18]2[CH2:19][CH2:20][C:16](=[O:15])[CH2:17]2)(=[O:12])=[O:11])[C:3]=1[C:1]#[N:2], predict the reactants needed to synthesize it. The reactants are: [C:1]([C:3]1[C:8]([F:9])=[CH:7][CH:6]=[CH:5][C:4]=1[S:10](Cl)(=[O:12])=[O:11])#[N:2].Cl.[O:15]=[C:16]1[CH2:20][CH2:19][NH:18][CH2:17]1.C(N(CC)CC)C. (7) The reactants are: [NH2:1][C:2]1[C:11]2[C:6](=[CH:7][CH:8]=[CH:9][CH:10]=2)[NH:5][C:4](=[O:12])[C:3]=1[C:13]([O:15]CC1C=CC=CC=1)=[O:14]. Given the product [NH2:1][C:2]1[C:11]2[C:6](=[CH:7][CH:8]=[CH:9][CH:10]=2)[NH:5][C:4](=[O:12])[C:3]=1[C:13]([OH:15])=[O:14], predict the reactants needed to synthesize it. (8) Given the product [N+:13]([C:16]1[CH:21]=[CH:20][C:19]([S:22][C:3]2[C:4]3=[N:5][CH:6]=[CH:7][CH:8]=[C:9]3[NH:1][C:2]=2[C:10]([NH2:12])=[O:11])=[CH:18][CH:17]=1)([O-:15])=[O:14], predict the reactants needed to synthesize it. The reactants are: [NH:1]1[C:9]2[C:4](=[N:5][CH:6]=[CH:7][CH:8]=2)[CH:3]=[C:2]1[C:10]([NH2:12])=[O:11].[N+:13]([C:16]1[CH:21]=[CH:20][C:19]([S:22][S:22][C:19]2[CH:20]=[CH:21][C:16]([N+:13]([O-:15])=[O:14])=[CH:17][CH:18]=2)=[CH:18][CH:17]=1)([O-:15])=[O:14]. (9) Given the product [CH:17]1([N:7]2[CH2:8][C:9]3([CH2:16][CH2:15][CH2:14]3)[C:10](=[O:13])[N:11]([CH3:12])[C:5]3[CH:4]=[N:3][C:2]([NH:23][C:24]4[CH:32]=[CH:31][C:27]([C:28]([OH:30])=[O:29])=[CH:26][C:25]=4[F:33])=[N:22][C:6]2=3)[CH2:21][CH2:20][CH2:19][CH2:18]1, predict the reactants needed to synthesize it. The reactants are: Cl[C:2]1[N:3]=[CH:4][C:5]2[N:11]([CH3:12])[C:10](=[O:13])[C:9]3([CH2:16][CH2:15][CH2:14]3)[CH2:8][N:7]([CH:17]3[CH2:21][CH2:20][CH2:19][CH2:18]3)[C:6]=2[N:22]=1.[NH2:23][C:24]1[CH:32]=[CH:31][C:27]([C:28]([OH:30])=[O:29])=[CH:26][C:25]=1[F:33].C(O)(C(F)(F)F)=O.